From a dataset of Full USPTO retrosynthesis dataset with 1.9M reactions from patents (1976-2016). Predict the reactants needed to synthesize the given product. (1) Given the product [CH3:23][N:19]1[CH:20]=[CH:21][C:16]([N:3]2[CH:4]=[C:5]([C:7]#[C:8][C:9]3[CH:10]=[C:11]([CH3:15])[CH:12]=[CH:13][CH:14]=3)[N:6]=[C:2]2[CH3:1])=[CH:17][C:18]1=[O:22], predict the reactants needed to synthesize it. The reactants are: [CH3:1][C:2]1[N:3]([C:16]2[CH:21]=[CH:20][NH:19][C:18](=[O:22])[CH:17]=2)[CH:4]=[C:5]([C:7]#[C:8][C:9]2[CH:10]=[C:11]([CH3:15])[CH:12]=[CH:13][CH:14]=2)[N:6]=1.[CH3:23]I. (2) Given the product [CH3:8][N:9]([CH2:10][CH2:11][N:43]1[CH2:44][CH2:45][N:40]([CH3:39])[CH2:41][CH2:42]1)[C:23]1[CH:24]=[CH:25][C:26]([N+:29]([O-:31])=[O:30])=[CH:27][CH:28]=1, predict the reactants needed to synthesize it. The reactants are: OC(C(F)(F)F)=O.[CH3:8][N:9]([C:23]1[CH:28]=[CH:27][C:26]([N+:29]([O-:31])=[O:30])=[CH:25][CH:24]=1)[CH2:10][CH2:11]OS(C1C=CC(C)=CC=1)(=O)=O.C(N(CC)CC)C.[CH3:39][N:40]1[CH2:45][CH2:44][NH:43][CH2:42][CH2:41]1. (3) Given the product [C:3]([Si:7]([CH3:19])([CH3:18])[O:8][CH:9]([C:11]1[O:12][C:13]([CH2:16][N:26]2[CH:25]=[CH:24][C:23]([N+:20]([O-:22])=[O:21])=[N:27]2)=[CH:14][N:15]=1)[CH3:10])([CH3:6])([CH3:5])[CH3:4], predict the reactants needed to synthesize it. The reactants are: N#N.[C:3]([Si:7]([CH3:19])([CH3:18])[O:8][CH:9]([C:11]1[O:12][C:13]([CH2:16]Cl)=[CH:14][N:15]=1)[CH3:10])([CH3:6])([CH3:5])[CH3:4].[N+:20]([C:23]1[NH:27][N:26]=[CH:25][CH:24]=1)([O-:22])=[O:21].[Br-].C([O-])([O-])=O.[K+].[K+]. (4) Given the product [ClH:32].[O:31]1[C:27]2[CH:26]=[CH:25][CH:24]=[C:23]([O:22][C:19]3[CH:20]=[CH:21][C:16]([NH:15][C:13]4[C:14]5[N:6]([CH2:5][CH2:4][NH:3][C:34](=[O:33])[C:35]([CH3:40])([CH3:39])[CH2:36][OH:37])[CH:7]=[CH:8][C:9]=5[N:10]=[CH:11][N:12]=4)=[CH:17][C:18]=3[Cl:32])[C:28]=2[CH:29]=[N:30]1, predict the reactants needed to synthesize it. The reactants are: Cl.Cl.[NH2:3][CH2:4][CH2:5][N:6]1[C:14]2[C:13]([NH:15][C:16]3[CH:21]=[CH:20][C:19]([O:22][C:23]4[C:28]5[CH:29]=[N:30][O:31][C:27]=5[CH:26]=[CH:25][CH:24]=4)=[C:18]([Cl:32])[CH:17]=3)=[N:12][CH:11]=[N:10][C:9]=2[CH:8]=[CH:7]1.[OH:33][CH2:34][C:35]([CH3:40])([CH3:39])[C:36](O)=[O:37].ON1C2C=CC=CC=2N=N1.Cl.C(N=C=NCCCN(C)C)C. (5) The reactants are: Br[C:2]1[C:3](=[O:18])[NH:4][C:5](=[O:17])[N:6]([CH2:8][CH2:9][C:10]2[CH:15]=[CH:14][C:13](Br)=[CH:12][CH:11]=2)[N:7]=1.[NH:19]1[CH2:24][CH2:23][O:22][CH2:21][CH2:20]1.C1C=CC(P([C:38]2[C:47]([C:48]3C(P(C4C=CC=CC=4)C4C=CC=CC=4)=CC=C4C=3C=CC=C4)=[C:46]3[C:41](C=CC=C3)=[CH:40][CH:39]=2)C2C=CC=CC=2)=CC=1.CC([O-:75])(C)C.[Na+]. Given the product [CH2:48]([O:75][C:2]1[C:3](=[O:18])[NH:4][C:5](=[O:17])[N:6]([CH2:8][CH2:9][C:10]2[CH:15]=[CH:14][C:13]([N:19]3[CH2:24][CH2:23][O:22][CH2:21][CH2:20]3)=[CH:12][CH:11]=2)[N:7]=1)[C:47]1[CH:46]=[CH:41][CH:40]=[CH:39][CH:38]=1, predict the reactants needed to synthesize it.